Predict the reaction yield, written as a fraction of the theoretical maximum amount of product (1.0 means a 100% yield; for example, 0.34 means a 34% yield). From a dataset of Reaction yield outcomes from USPTO patents with 853,638 reactions. (1) The reactants are [N:1]([CH:4]([CH3:6])[CH3:5])=[C:2]=[O:3].[C:7]([O:11][C:12]([NH:14][C@@H:15]([CH2:20][C:21]1[CH:26]=[CH:25][C:24]([OH:27])=[CH:23][CH:22]=1)[C:16]([O:18][CH3:19])=[O:17])=[O:13])([CH3:10])([CH3:9])[CH3:8].C(N(CC)CC)C. The catalyst is C(Cl)Cl. The product is [C:7]([O:11][C:12]([NH:14][C@@H:15]([CH2:20][C:21]1[CH:26]=[CH:25][C:24]([O:27][C:2](=[O:3])[NH:1][CH:4]([CH3:6])[CH3:5])=[CH:23][CH:22]=1)[C:16]([O:18][CH3:19])=[O:17])=[O:13])([CH3:10])([CH3:8])[CH3:9]. The yield is 0.800. (2) The reactants are [CH2:1]([O:3][CH2:4][C:5](=O)[CH2:6][C:7]#[N:8])[CH3:2].C(O)(=O)C(O)=O.[CH2:16]([NH:18][NH2:19])[CH3:17].Cl. The catalyst is C(O)C. The product is [CH2:16]([N:18]1[C:7]([NH2:8])=[CH:6][C:5]([CH2:4][O:3][CH2:1][CH3:2])=[N:19]1)[CH3:17]. The yield is 0.516. (3) The reactants are [Cl:1][C:2]1[CH:3]=[C:4]([CH:42]=[CH:43][CH:44]=1)[CH2:5][N:6]1[C:14]2[C:9](=[CH:10]C(OCCOS(C3C=CC(C)=CC=3)(=O)=O)=C[CH:13]=2)[C:8]([S:29]([C:32]2[C:41]3[C:36](=[CH:37][CH:38]=[CH:39][CH:40]=3)[CH:35]=[CH:34][CH:33]=2)(=[O:31])=[O:30])=[N:7]1.[CH2:45]([NH:47][CH2:48][CH3:49])[CH3:46].[CH2:50]1[CH2:54][O:53][CH2:52][CH2:51]1. No catalyst specified. The product is [Cl:1][C:2]1[CH:3]=[C:4]([CH:42]=[CH:43][CH:44]=1)[CH2:5][N:6]1[C:14]2[C:9](=[CH:10][C:52]([O:53][CH2:54][CH2:50][N:47]([CH2:48][CH3:49])[CH2:45][CH3:46])=[CH:51][CH:13]=2)[C:8]([S:29]([C:32]2[C:41]3[C:36](=[CH:37][CH:38]=[CH:39][CH:40]=3)[CH:35]=[CH:34][CH:33]=2)(=[O:31])=[O:30])=[N:7]1. The yield is 0.972. (4) The reactants are [CH3:1][C:2]1[CH:3]=[C:4]([OH:11])[CH:5]=[CH:6][C:7]=1[N+:8]([O-:10])=[O:9].Cl([O-])(=O)(=O)=O.[Li+].S([O-])([O-])(=O)=O.[Mg+2].[C:24](OC(=O)C)(=[O:26])[CH3:25]. No catalyst specified. The product is [C:24]([O:11][C:4]1[CH:5]=[CH:6][C:7]([N+:8]([O-:10])=[O:9])=[C:2]([CH3:1])[CH:3]=1)(=[O:26])[CH3:25]. The yield is 0.940. (5) No catalyst specified. The reactants are [F:1][C:2]1[CH:7]=[C:6]([F:8])[CH:5]=[CH:4][C:3]=1[NH:9][C:10](NC1C=C2C(=CC=1)N(CCC)NC2=O)=[O:11].C(N1C2C(=CC([N+]([O-])=O)=CC=2)C(=O)N1)C=C. The product is [F:1][C:2]1[CH:7]=[C:6]([F:8])[CH:5]=[CH:4][C:3]=1[N:9]=[C:10]=[O:11]. The yield is 0.770. (6) The reactants are [Cl:1][C:2]1[CH:7]=[CH:6][CH:5]=[C:4]([Cl:8])[C:3]=1[N:9]=[C:10]1[NH:14][C:13](=[O:15])[CH2:12][S:11]1.[CH3:16][C:17]1[O:18][C:19]2[CH:25]=[C:24]([CH:26]=O)[CH:23]=[CH:22][C:20]=2[N:21]=1.C([O-])(=O)C.[Na+].O. The catalyst is C(O)(=O)C. The product is [Cl:8][C:4]1[CH:5]=[CH:6][CH:7]=[C:2]([Cl:1])[C:3]=1[N:9]=[C:10]1[NH:14][C:13](=[O:15])[C:12](=[CH:26][C:24]2[CH:23]=[CH:22][C:20]3[N:21]=[C:17]([CH3:16])[O:18][C:19]=3[CH:25]=2)[S:11]1. The yield is 0.150. (7) The reactants are [CH3:1][N:2]([CH3:12])[C:3]1[CH:8]=[CH:7][C:6]([N+:9]([O-])=O)=[CH:5][N:4]=1.[H][H]. The catalyst is [Ni].O1CCCC1. The product is [CH3:1][N:2]([CH3:12])[C:3]1[CH:8]=[CH:7][C:6]([NH2:9])=[CH:5][N:4]=1. The yield is 1.00. (8) The reactants are [CH2:1]([C:5]1[N:6]=[C:7]([CH3:27])[NH:8][C:9](=[O:26])[C:10]=1[CH2:11][C:12]1[CH:17]=[CH:16][C:15]([C:18]2[C:19]([C:24]#[N:25])=[CH:20][CH:21]=[CH:22][CH:23]=2)=[CH:14][CH:13]=1)[CH2:2][CH2:3][CH3:4].N(C(N1CCCCC1)=O)=NC(N1CCCCC1)=O.C(P(CCCC)CCCC)CCC.[N:59]1([CH2:65][CH2:66]O)[CH2:64][CH2:63][O:62][CH2:61][CH2:60]1. The catalyst is C(OCC)(=O)C.O1CCCC1. The product is [CH2:1]([C:5]1[N:6]=[C:7]([CH3:27])[N:8]([CH2:66][CH2:65][N:59]2[CH2:64][CH2:63][O:62][CH2:61][CH2:60]2)[C:9](=[O:26])[C:10]=1[CH2:11][C:12]1[CH:17]=[CH:16][C:15]([C:18]2[C:19]([C:24]#[N:25])=[CH:20][CH:21]=[CH:22][CH:23]=2)=[CH:14][CH:13]=1)[CH2:2][CH2:3][CH3:4]. The yield is 1.00. (9) The reactants are Cl[CH2:2][C:3]1[N:7]([CH2:8][C@H:9]2[CH2:14][CH2:13][CH2:12][N:11]([C:15]([O:17][C:18]([CH3:21])([CH3:20])[CH3:19])=[O:16])[CH2:10]2)[C:6]2[CH:22]=[CH:23][CH:24]=[CH:25][C:5]=2[N:4]=1.[N:26]1[C:35]2[C@@H:34]([NH:36][CH2:37][CH2:38][CH2:39][OH:40])[CH2:33][CH2:32][CH2:31][C:30]=2[CH:29]=[CH:28][CH:27]=1.CN(CC1N(C[C@@H]2CCCN(C(OC(C)(C)C)=O)C2)C2C=CC=CC=2N=1)[C@@H]1C2N=CC=CC=2CCC1. No catalyst specified. The product is [OH:40][CH2:39][CH2:38][CH2:37][N:36]([CH2:2][C:3]1[N:7]([CH2:8][C@H:9]2[CH2:14][CH2:13][CH2:12][N:11]([C:15]([O:17][C:18]([CH3:21])([CH3:20])[CH3:19])=[O:16])[CH2:10]2)[C:6]2[CH:22]=[CH:23][CH:24]=[CH:25][C:5]=2[N:4]=1)[C@@H:34]1[C:35]2[N:26]=[CH:27][CH:28]=[CH:29][C:30]=2[CH2:31][CH2:32][CH2:33]1. The yield is 0.650.